This data is from Full USPTO retrosynthesis dataset with 1.9M reactions from patents (1976-2016). The task is: Predict the reactants needed to synthesize the given product. (1) Given the product [O:2]1[CH2:6][CH2:5][O:4][CH:3]1[CH2:7][CH2:8][CH2:9][CH2:10][O:11][C:12]1[CH:13]=[C:14]([C:18]([OH:35])([C:29]2[CH:30]=[CH:31][CH:32]=[CH:33][CH:34]=2)[C:19]([O:21][CH2:22][CH:23]2[CH2:28][CH2:27][N:26]([CH2:43][C:44]3[CH:49]=[CH:48][CH:47]=[CH:46][CH:45]=3)[CH2:25][CH2:24]2)=[O:20])[CH:15]=[CH:16][CH:17]=1, predict the reactants needed to synthesize it. The reactants are: Cl.[O:2]1[CH2:6][CH2:5][O:4][CH:3]1[CH2:7][CH2:8][CH2:9][CH2:10][O:11][C:12]1[CH:13]=[C:14]([C:18]([OH:35])([C:29]2[CH:34]=[CH:33][CH:32]=[CH:31][CH:30]=2)[C:19]([O:21][CH2:22][CH:23]2[CH2:28][CH2:27][NH:26][CH2:25][CH2:24]2)=[O:20])[CH:15]=[CH:16][CH:17]=1.C(N(CC)CC)C.[CH:43](=O)[C:44]1[CH:49]=[CH:48][CH:47]=[CH:46][CH:45]=1.C(O[BH-](OC(=O)C)OC(=O)C)(=O)C.[Na+].C(O)(=O)C. (2) Given the product [N:12]1[CH:11]=[N:10][N:8]2[CH:9]=[C:4]([C:3]3[N:17]([C:18]4[CH:19]=[C:20]([CH3:24])[CH:21]=[CH:22][CH:23]=4)[C:15](=[O:16])[NH:14][C:2]=3[CH3:1])[CH:5]=[CH:6][C:7]=12, predict the reactants needed to synthesize it. The reactants are: [CH3:1][CH:2]([NH:14][C:15]([NH:17][C:18]1[CH:19]=[C:20]([CH3:24])[CH:21]=[CH:22][CH:23]=1)=[O:16])[C:3](=O)[C:4]1[CH:5]=[CH:6][C:7]2[N:8]([N:10]=[CH:11][N:12]=2)[CH:9]=1.Cl. (3) Given the product [Cl:20][C:17]1[CH:18]=[CH:19][C:14]([CH2:13][N:1]2[C:10]3[C:5](=[CH:6][CH:7]=[CH:8][CH:9]=3)[CH:4]=[CH:3][C:2]2=[O:11])=[CH:15][CH:16]=1, predict the reactants needed to synthesize it. The reactants are: [N:1]1[C:10]2[C:5](=[CH:6][CH:7]=[CH:8][CH:9]=2)[CH:4]=[CH:3][C:2]=1[OH:11].Br[CH2:13][C:14]1[CH:19]=[CH:18][C:17]([Cl:20])=[CH:16][CH:15]=1. (4) Given the product [CH3:8][O:9][C:10]1[CH:11]=[C:12]2[C:17](=[CH:18][CH:19]=1)[CH2:16][N:15]([C:21]1[CH:26]=[C:25]([CH3:27])[C:24]([NH:28][C:29](=[O:35])[CH2:30][C:31]([CH3:32])([CH3:33])[CH3:34])=[C:23]([CH3:36])[CH:22]=1)[CH2:14][CH2:13]2, predict the reactants needed to synthesize it. The reactants are: CC(C)([O-])C.[K+].Cl.[CH3:8][O:9][C:10]1[CH:11]=[C:12]2[C:17](=[CH:18][CH:19]=1)[CH2:16][NH:15][CH2:14][CH2:13]2.Br[C:21]1[CH:26]=[C:25]([CH3:27])[C:24]([NH:28][C:29](=[O:35])[CH2:30][C:31]([CH3:34])([CH3:33])[CH3:32])=[C:23]([CH3:36])[CH:22]=1. (5) Given the product [F:22][C:19]([F:20])([F:21])[C@H:18]([CH3:23])[O:17][C:14]1[CH:15]=[CH:16][C:11]([N:8]2[CH2:7][CH2:6][C:5]3([CH2:4][CH2:3][C:2](=[O:1])[CH2:25][CH2:24]3)[C:9]2=[O:10])=[CH:12][CH:13]=1, predict the reactants needed to synthesize it. The reactants are: [OH:1][CH:2]1[CH2:25][CH2:24][C:5]2([C:9](=[O:10])[N:8]([C:11]3[CH:16]=[CH:15][C:14]([O:17][C@@H:18]([CH3:23])[C:19]([F:22])([F:21])[F:20])=[CH:13][CH:12]=3)[CH2:7][CH2:6]2)[CH2:4][CH2:3]1.CC1(C)N([O])C(C)(C)CCC1.[Br-].[K+].Cl[O-].[Na+].C(=O)(O)[O-].[Na+]. (6) Given the product [Br:1][C:2]1[C:14]([C:15]([OH:11])=[O:16])=[N:4][C:5]([CH3:8])=[CH:6][CH:7]=1, predict the reactants needed to synthesize it. The reactants are: [Br:1][C:2]1C(C#N)=[N:4][C:5]([CH3:8])=[CH:6][CH:7]=1.[OH-:11].[Na+].Cl.[CH3:14][CH2:15][OH:16]. (7) The reactants are: [CH3:1][O:2][C:3]([C:5]1[CH:9]=[C:8]([N+:10]([O-])=O)[S:7][CH:6]=1)=[O:4]. Given the product [CH3:1][O:2][C:3]([C:5]1[CH:9]=[C:8]([NH2:10])[S:7][CH:6]=1)=[O:4], predict the reactants needed to synthesize it. (8) The reactants are: O1CCCC1CCO.C([O:16][C:17]1[CH:22]=[C:21]([O:23][CH:24]([CH3:26])[CH3:25])[CH:20]=[CH:19][C:18]=1/[CH:27]=[CH:28]/[C:29]([O:31][CH2:32][CH3:33])=[O:30])C1C=CC=CC=1. Given the product [OH:16][C:17]1[CH:22]=[C:21]([O:23][CH:24]([CH3:26])[CH3:25])[CH:20]=[CH:19][C:18]=1[CH2:27][CH2:28][C:29]([O:31][CH2:32][CH3:33])=[O:30], predict the reactants needed to synthesize it. (9) Given the product [C:11]([O:15][C:16]([N:18]1[CH2:22][CH2:21][CH2:20][C@H:19]1[C:23]1[O:1][N:2]=[C:3]([C:4]2[CH:9]=[CH:8][CH:7]=[CH:6][CH:5]=2)[N:10]=1)=[O:17])([CH3:14])([CH3:12])[CH3:13], predict the reactants needed to synthesize it. The reactants are: [OH:1][NH:2][C:3](=[NH:10])[C:4]1[CH:9]=[CH:8][CH:7]=[CH:6][CH:5]=1.[C:11]([O:15][C:16]([N:18]1[CH2:22][CH2:21][CH2:20][C@H:19]1[C:23](O)=O)=[O:17])([CH3:14])([CH3:13])[CH3:12].C(N=C=NC(C)C)(C)C.